This data is from Forward reaction prediction with 1.9M reactions from USPTO patents (1976-2016). The task is: Predict the product of the given reaction. (1) Given the reactants Cl.Cl.Cl.[CH3:4][C:5]1[N:10]=[C:9]([N:11]2[CH2:16][CH2:15][N:14]([CH2:17][CH2:18][C@H:19]3[CH2:24][CH2:23][C@H:22]([NH2:25])[CH2:21][CH2:20]3)[CH2:13][CH2:12]2)[C:8]2[CH:26]=[CH:27][O:28][C:7]=2[CH:6]=1.[C:29](O)(=[O:31])[CH3:30], predict the reaction product. The product is: [CH3:4][C:5]1[N:10]=[C:9]([N:11]2[CH2:12][CH2:13][N:14]([CH2:17][CH2:18][C@H:19]3[CH2:20][CH2:21][C@H:22]([NH:25][C:29](=[O:31])[CH3:30])[CH2:23][CH2:24]3)[CH2:15][CH2:16]2)[C:8]2[CH:26]=[CH:27][O:28][C:7]=2[CH:6]=1. (2) Given the reactants [Cl:1][C:2]1[CH:10]=[CH:9][C:8]2[N:7]([CH2:11][CH:12]([C:14]3[CH:15]=[N:16][CH:17]=[CH:18][CH:19]=3)O)[C:6]3[CH2:20][CH2:21][N:22]([CH3:24])[CH2:23][C:5]=3[C:4]=2[CH:3]=1.S(=O)(=O)(O)O.[OH-].[K+], predict the reaction product. The product is: [Cl:1][C:2]1[CH:10]=[CH:9][C:8]2[N:7](/[CH:11]=[CH:12]/[C:14]3[CH:15]=[N:16][CH:17]=[CH:18][CH:19]=3)[C:6]3[CH2:20][CH2:21][N:22]([CH3:24])[CH2:23][C:5]=3[C:4]=2[CH:3]=1. (3) The product is: [CH2:1]([O:3][C:4](=[O:18])[CH:5]([O:15][CH2:16][CH3:17])[CH2:6][C:7]1[CH:12]=[CH:11][C:10]([O:13][CH2:20][C:21]2[N:22]=[C:23]([C:27]3[CH:32]=[CH:31][CH:30]=[CH:29][CH:28]=3)[S:24][C:25]=2[CH3:26])=[CH:9][C:8]=1[CH3:14])[CH3:2]. Given the reactants [CH2:1]([O:3][C:4](=[O:18])[CH:5]([O:15][CH2:16][CH3:17])[CH2:6][C:7]1[CH:12]=[CH:11][C:10]([OH:13])=[CH:9][C:8]=1[CH3:14])[CH3:2].Br[CH2:20][C:21]1[N:22]=[C:23]([C:27]2[CH:32]=[CH:31][CH:30]=[CH:29][CH:28]=2)[S:24][C:25]=1[CH3:26].C(=O)([O-])[O-].[Cs+].[Cs+].[I-].[K+], predict the reaction product.